Dataset: Reaction yield outcomes from USPTO patents with 853,638 reactions. Task: Predict the reaction yield, written as a fraction of the theoretical maximum amount of product (1.0 means a 100% yield; for example, 0.34 means a 34% yield). The yield is 0.540. The product is [F:1][C:2]1[CH:7]=[CH:6][C:5]([CH:8]2[NH:9][C:10]3[C:15]4[C:16](=[N:32][NH:33][C:26](=[O:28])[C:14]=4[CH:13]=[CH:12][CH:11]=3)[C:17]2([CH3:24])[C:18]2[N:22]([CH3:23])[N:21]=[CH:20][N:19]=2)=[CH:4][CH:3]=1. The reactants are [F:1][C:2]1[CH:7]=[CH:6][C:5]([CH:8]2[C:17]([CH3:24])([C:18]3[N:22]([CH3:23])[N:21]=[CH:20][N:19]=3)[C:16](=O)[C:15]3[C:14]([C:26]([O:28]CC)=O)=[CH:13][CH:12]=[CH:11][C:10]=3[NH:9]2)=[CH:4][CH:3]=1.O.[NH2:32][NH2:33]. The catalyst is CO.